From a dataset of Reaction yield outcomes from USPTO patents with 853,638 reactions. Predict the reaction yield, written as a fraction of the theoretical maximum amount of product (1.0 means a 100% yield; for example, 0.34 means a 34% yield). (1) The reactants are C(O[C:6]([N:8]1[CH2:13][CH2:12][N:11](C2C(=O)N(CC(C)C)N=C(C3C=CC(C)=C(F)C=3)C=2C)[CH2:10][CH2:9]1)=O)(C)(C)C.[CH2:34]([N:38]1[C:43](=[O:44])[C:42](COS(C)(=O)=O)=[CH:41][C:40]([C:51]2[CH:56]=[CH:55][C:54]([C:57]([F:60])([F:59])[F:58])=[CH:53][CH:52]=2)=[N:39]1)[CH:35]([CH3:37])[CH3:36].[CH3:61]N1CCNCC1. No catalyst specified. The product is [CH2:34]([N:38]1[C:43](=[O:44])[C:42]([N:11]2[CH2:12][CH2:13][N:8]([CH3:6])[CH2:9][CH2:10]2)=[C:41]([CH3:61])[C:40]([C:51]2[CH:52]=[CH:53][C:54]([C:57]([F:59])([F:60])[F:58])=[CH:55][CH:56]=2)=[N:39]1)[CH:35]([CH3:37])[CH3:36]. The yield is 0.811. (2) The reactants are F[C:2]1[C:7]([I:8])=[CH:6][CH:5]=[CH:4][N:3]=1.[CH3:9][C:10]1[O:14][N:13]=[C:12]([OH:15])[CH:11]=1. No catalyst specified. The product is [I:8][C:7]1[C:2]([O:15][C:12]2[CH:11]=[C:10]([CH3:9])[O:14][N:13]=2)=[N:3][CH:4]=[CH:5][CH:6]=1. The yield is 0.370. (3) The reactants are I[C:2]1[CH:7]=[C:6]([O:8][CH:9]([CH3:11])[CH3:10])[CH:5]=[C:4]([O:12][CH:13]([CH3:15])[CH3:14])[CH:3]=1.[OH:16][CH2:17][C@@H:18]1[C@:27]2([CH3:28])[C@H:22]([C:23]([CH3:30])([CH3:29])[CH2:24][CH2:25][CH2:26]2)[CH2:21][CH2:20][C@@:19]1([CH3:32])[OH:31].C([O-])([O-])=O.[Cs+].[Cs+].COCCOCCOC. The catalyst is CCOC(C)=O.[Cu]I.C1(C)C=CC=CC=1. The product is [CH3:14][CH:13]([O:12][C:4]1[CH:3]=[C:2]([CH:7]=[C:6]([O:8][CH:9]([CH3:11])[CH3:10])[CH:5]=1)[O:16][CH2:17][C@@H:18]1[C@:27]2([CH3:28])[C@H:22]([C:23]([CH3:30])([CH3:29])[CH2:24][CH2:25][CH2:26]2)[CH2:21][CH2:20][C@@:19]1([CH3:32])[OH:31])[CH3:15]. The yield is 0.660. (4) The reactants are [Br:1][C:2]1[CH:3]=[C:4]2[C:11]3([C:15](=[O:16])[NH:14][C:13](=O)[NH:12]3)[CH2:10][CH:9]([C:18]3[CH:23]=[CH:22][CH:21]=[C:20]([O:24][CH3:25])[CH:19]=3)[O:8][C:5]2=[CH:6][CH:7]=1.COC1C=CC(P2(SP(C3C=CC(OC)=CC=3)(=S)S2)=[S:35])=CC=1. The catalyst is O1CCOCC1. The product is [Br:1][C:2]1[CH:3]=[C:4]2[C:11]3([C:15](=[O:16])[NH:14][C:13](=[S:35])[NH:12]3)[CH2:10][CH:9]([C:18]3[CH:23]=[CH:22][CH:21]=[C:20]([O:24][CH3:25])[CH:19]=3)[O:8][C:5]2=[CH:6][CH:7]=1. The yield is 0.710. (5) The reactants are [C:1]([OH:7])([C:3]([F:6])([F:5])[F:4])=[O:2].C([SiH](C(C)C)C(C)C)(C)C.[NH:18]([C:56]([CH2:58][CH2:59][CH2:60][CH2:61][CH2:62][CH2:63][CH2:64][CH2:65][CH2:66][CH2:67][CH2:68][CH2:69][CH2:70][CH2:71][CH3:72])=[O:57])[CH2:19][C:20]([NH:22][C@H:23]([C:49]([O:51]C(C)(C)C)=[O:50])[CH2:24][C:25]1[N:29]=[CH:28][N:27](C(C2C=CC=CC=2)(C2C=CC=CC=2)C2C=CC=CC=2)[CH:26]=1)=[O:21]. The catalyst is O. The product is [NH:18]([C:56]([CH2:58][CH2:59][CH2:60][CH2:61][CH2:62][CH2:63][CH2:64][CH2:65][CH2:66][CH2:67][CH2:68][CH2:69][CH2:70][CH2:71][CH3:72])=[O:57])[CH2:19][C:20]([NH:22][C@H:23]([C:49]([OH:51])=[O:50])[CH2:24][C:25]1[N:29]=[CH:28][NH:27][CH:26]=1)=[O:21].[F:4][C:3]([C:1]([OH:7])=[O:2])([F:6])[F:5]. The yield is 0.930. (6) The reactants are [CH3:1][C:2]1[CH:6]=[C:5]([CH3:7])[NH:4][C:3]=1[CH:8]=[O:9].[C:10]([OH:13])(=O)[CH3:11]. The catalyst is C1COCC1.O. The product is [CH3:1][C:2]1[C:6]([CH2:5][N:4]2[CH2:11][CH2:10][O:13][CH2:2][CH2:3]2)=[C:5]([CH3:7])[NH:4][C:3]=1[CH:8]=[O:9]. The yield is 0.360. (7) The reactants are [C:1]([O:5][C:6]([CH3:9])([CH3:8])[CH3:7])(=[O:4])[NH:2][NH2:3].[CH3:10][C:11]1[CH:18]=[CH:17][C:14]([CH:15]=O)=[CH:13][CH:12]=1. The catalyst is O.C(O)(C)C.[Pd]. The product is [CH3:10][C:11]1[CH:18]=[CH:17][C:14]([CH2:15][N:2]([C:1]([O:5][C:6]([CH3:9])([CH3:8])[CH3:7])=[O:4])[NH2:3])=[CH:13][CH:12]=1. The yield is 0.882.